Dataset: Full USPTO retrosynthesis dataset with 1.9M reactions from patents (1976-2016). Task: Predict the reactants needed to synthesize the given product. Given the product [CH3:1][O:2][C:3]1[CH:8]=[C:7]([O:9][CH3:10])[CH:6]=[CH:5][C:4]=1[C:11]([N:13]1[CH2:20][CH:19]2[CH:15]([CH2:16][N:17]([C:22]3[N:27]=[C:26]([O:28][CH3:29])[CH:25]=[CH:24][N:23]=3)[CH2:18]2)[CH2:14]1)=[O:12], predict the reactants needed to synthesize it. The reactants are: [CH3:1][O:2][C:3]1[CH:8]=[C:7]([O:9][CH3:10])[CH:6]=[CH:5][C:4]=1[C:11]([N:13]1[CH2:20][CH:19]2[CH:15]([CH2:16][NH:17][CH2:18]2)[CH2:14]1)=[O:12].Cl[C:22]1[N:27]=[C:26]([O:28][CH3:29])[CH:25]=[CH:24][N:23]=1.